From a dataset of NCI-60 drug combinations with 297,098 pairs across 59 cell lines. Regression. Given two drug SMILES strings and cell line genomic features, predict the synergy score measuring deviation from expected non-interaction effect. Drug 1: CCC1(CC2CC(C3=C(CCN(C2)C1)C4=CC=CC=C4N3)(C5=C(C=C6C(=C5)C78CCN9C7C(C=CC9)(C(C(C8N6C)(C(=O)OC)O)OC(=O)C)CC)OC)C(=O)OC)O.OS(=O)(=O)O. Drug 2: CC1=C(C(=O)C2=C(C1=O)N3CC4C(C3(C2COC(=O)N)OC)N4)N. Cell line: HT29. Synergy scores: CSS=28.4, Synergy_ZIP=-3.58, Synergy_Bliss=-2.22, Synergy_Loewe=-1.65, Synergy_HSA=0.556.